The task is: Binary Classification. Given a drug SMILES string, predict its activity (active/inactive) in a high-throughput screening assay against a specified biological target.. This data is from Choline transporter screen with 302,306 compounds. (1) The compound is Clc1cc(S(=O)(=O)N2CCC(CC2)C(=O)N2CCCCCC2)ccc1OCC. The result is 0 (inactive). (2) The result is 0 (inactive). The compound is S([O-])(=O)(=O)c1c(Cc2[nH+]ccc3c2cc(OC)c(OC)c3)cc(OC)c(OC)c1.